Dataset: Catalyst prediction with 721,799 reactions and 888 catalyst types from USPTO. Task: Predict which catalyst facilitates the given reaction. (1) Reactant: [CH2:1]([S:3][C:4]1[NH:9][C:8](=[O:10])[N:7]([CH2:11][CH2:12][C:13]([O:15][CH2:16][CH3:17])=[O:14])[C:6](=[O:18])[N:5]=1)[CH3:2].[CH3:19][C:20]1[CH:27]=[CH:26][C:23]([CH2:24]Br)=[CH:22][CH:21]=1.C(=O)([O-])[O-].[K+].[K+]. Product: [CH2:1]([S:3][C:4]1[N:9]([CH2:19][C:20]2[CH:27]=[CH:26][C:23]([CH3:24])=[CH:22][CH:21]=2)[C:8](=[O:10])[N:7]([CH2:11][CH2:12][C:13]([O:15][CH2:16][CH3:17])=[O:14])[C:6](=[O:18])[N:5]=1)[CH3:2]. The catalyst class is: 10. (2) Reactant: Br[C:2]1[CH:3]=[C:4]([NH:10][C@@H:11]2[CH2:16][CH2:15][CH2:14][CH2:13][C@@H:12]2[NH:17][C:18](=[O:24])[O:19][C:20]([CH3:23])([CH3:22])[CH3:21])[CH:5]=[CH:6][C:7]=1[C:8]#[N:9].Cl.Cl.[CH3:27][N:28]1[CH:32]=[C:31]([NH2:33])[CH:30]=[N:29]1.O.O.O.[O-]C1C=CC=CC=1.[Na+].CC1(C)C2C(=C(P(C3C=CC=CC=3)C3C=CC=CC=3)C=CC=2)OC2C(P(C3C=CC=CC=3)C3C=CC=CC=3)=CC=CC1=2. Product: [C:8]([C:7]1[CH:6]=[CH:5][C:4]([NH:10][C@@H:11]2[CH2:16][CH2:15][CH2:14][CH2:13][C@@H:12]2[NH:17][C:18](=[O:24])[O:19][C:20]([CH3:23])([CH3:22])[CH3:21])=[CH:3][C:2]=1[NH:33][C:31]1[CH:30]=[N:29][N:28]([CH3:27])[CH:32]=1)#[N:9]. The catalyst class is: 62. (3) Reactant: [C:1](#[N:3])[CH3:2].[Li]CCCC.[F:9][C:10]([F:19])([F:18])[C:11]([CH3:17])([CH3:16])[C:12](OC)=[O:13]. Product: [F:9][C:10]([F:19])([F:18])[C:11]([CH3:17])([CH3:16])[C:12](=[O:13])[CH2:2][C:1]#[N:3]. The catalyst class is: 1. (4) Reactant: [CH3:1][C:2]1[C:6]([CH2:7][S:8][CH2:9][CH2:10][C:11]2[CH:16]=[CH:15][CH:14]=[CH:13][CH:12]=2)=[C:5]([C:17]2[CH:22]=[CH:21][C:20]([C:23]3[CH:28]=[CH:27][C:26]([C:29]4([C:32]([OH:34])=O)[CH2:31][CH2:30]4)=[CH:25][CH:24]=3)=[CH:19][CH:18]=2)[O:4][N:3]=1.C(N1C=CN=C1)(N1C=CN=C1)=O.[CH3:47][S:48]([NH2:51])(=[O:50])=[O:49].CCN(C(C)C)C(C)C. Product: [CH3:1][C:2]1[C:6]([CH2:7][S:8][CH2:9][CH2:10][C:11]2[CH:16]=[CH:15][CH:14]=[CH:13][CH:12]=2)=[C:5]([C:17]2[CH:18]=[CH:19][C:20]([C:23]3[CH:28]=[CH:27][C:26]([C:29]4([C:32]([NH:51][S:48]([CH3:47])(=[O:50])=[O:49])=[O:34])[CH2:30][CH2:31]4)=[CH:25][CH:24]=3)=[CH:21][CH:22]=2)[O:4][N:3]=1. The catalyst class is: 12. (5) Reactant: B.[F:2][C:3]1[CH:4]=[C:5]([CH:10]2[CH2:15][C:14](=[CH2:16])[CH2:13][CH2:12][N:11]2[C:17]([O:19][CH2:20][C:21]2[CH:26]=[CH:25][CH:24]=[CH:23][CH:22]=2)=[O:18])[CH:6]=[CH:7][C:8]=1[F:9].[OH-:27].[Na+].OO. Product: [F:2][C:3]1[CH:4]=[C:5]([C@H:10]2[CH2:15][C@@H:14]([CH2:16][OH:27])[CH2:13][CH2:12][N:11]2[C:17]([O:19][CH2:20][C:21]2[CH:22]=[CH:23][CH:24]=[CH:25][CH:26]=2)=[O:18])[CH:6]=[CH:7][C:8]=1[F:9]. The catalyst class is: 7. (6) The catalyst class is: 3. Reactant: Cl.[N+:2]([C:5]1[CH:10]=[CH:9][C:8]([CH2:11][CH2:12][N:13]2[CH2:18][CH2:17][NH:16][CH2:15][CH2:14]2)=[CH:7][CH:6]=1)([O-:4])=[O:3].Br[CH2:20][CH2:21][C:22]1[CH:27]=[CH:26][C:25]([N+:28]([O-:30])=[O:29])=[CH:24][CH:23]=1. Product: [N+:2]([C:5]1[CH:10]=[CH:9][C:8]([CH2:11][CH2:12][N:13]2[CH2:14][CH2:15][N:16]([CH2:20][CH2:21][C:22]3[CH:23]=[CH:24][C:25]([N+:28]([O-:30])=[O:29])=[CH:26][CH:27]=3)[CH2:17][CH2:18]2)=[CH:7][CH:6]=1)([O-:4])=[O:3]. (7) Reactant: [N:1]1[CH:6]=[CH:5][CH:4]=[C:3]([CH:7]=[O:8])[CH:2]=1.[C:9](#[N:13])[CH:10]([CH3:12])[CH3:11].C([N-]C(C)C)(C)C.[Li+].[Cl-].[NH4+]. Product: [C:9]([C:10]([CH3:12])([CH3:11])[CH:7]([C:3]1[CH:2]=[N:1][CH:6]=[CH:5][CH:4]=1)[OH:8])#[N:13]. The catalyst class is: 54.